This data is from Peptide-MHC class II binding affinity with 134,281 pairs from IEDB. The task is: Regression. Given a peptide amino acid sequence and an MHC pseudo amino acid sequence, predict their binding affinity value. This is MHC class II binding data. (1) The peptide sequence is AFKVAATKANAAPAN. The MHC is HLA-DPA10103-DPB10301 with pseudo-sequence HLA-DPA10103-DPB10301. The binding affinity (normalized) is 0.465. (2) The peptide sequence is GLLHPILVIRNQKVS. The MHC is DRB1_1101 with pseudo-sequence DRB1_1101. The binding affinity (normalized) is 0.515.